From a dataset of Reaction yield outcomes from USPTO patents with 853,638 reactions. Predict the reaction yield, written as a fraction of the theoretical maximum amount of product (1.0 means a 100% yield; for example, 0.34 means a 34% yield). (1) The reactants are Br[C:2]1[CH:7]=[C:6]([F:8])[CH:5]=[C:4]([Cl:9])[CH:3]=1.ClCCl.[CH3:13][N:14](C)C=O. The catalyst is C(OCC)(=O)C.[C-]#N.[Zn+2].[C-]#N.C1C=CC(P(C2C=CC=CC=2)[C-]2C=CC=C2)=CC=1.C1C=CC(P(C2C=CC=CC=2)[C-]2C=CC=C2)=CC=1.Cl[Pd]Cl.[Fe+2]. The product is [Cl:9][C:4]1[CH:3]=[C:2]([CH:7]=[C:6]([F:8])[CH:5]=1)[C:13]#[N:14]. The yield is 0.850. (2) The reactants are [N+:1]([C:4]1[CH:13]=[C:12]2[C:7]([C:8](=[O:14])[NH:9][CH:10]=[N:11]2)=[CH:6][CH:5]=1)([O-])=O. The catalyst is CO.[Pd]. The product is [NH2:1][C:4]1[CH:13]=[C:12]2[C:7]([C:8](=[O:14])[NH:9][CH:10]=[N:11]2)=[CH:6][CH:5]=1. The yield is 0.980. (3) The reactants are [Li+].[OH-].[Cl:3][C:4]1[CH:34]=[CH:33][CH:32]=[C:31]([Cl:35])[C:5]=1[C:6]([NH:8][C@H:9]([C:27]([O:29]C)=[O:28])[CH2:10][C:11]1[CH:16]=[CH:15][C:14]([CH2:17][CH2:18][CH2:19][NH:20][C:21]2[CH:26]=[CH:25][CH:24]=[CH:23][N:22]=2)=[CH:13][CH:12]=1)=[O:7]. The catalyst is O.CO.CC(N(C)C)=O. The product is [Cl:3][C:4]1[CH:34]=[CH:33][CH:32]=[C:31]([Cl:35])[C:5]=1[C:6]([NH:8][C@H:9]([C:27]([OH:29])=[O:28])[CH2:10][C:11]1[CH:16]=[CH:15][C:14]([CH2:17][CH2:18][CH2:19][NH:20][C:21]2[CH:26]=[CH:25][CH:24]=[CH:23][N:22]=2)=[CH:13][CH:12]=1)=[O:7]. The yield is 0.560. (4) The reactants are [Cl-].[CH3:2][O:3][CH2:4][P+](C1C=CC=CC=1)(C1C=CC=CC=1)C1C=CC=CC=1.C([Li])CCC.[CH3:29][C:30]1[C:34]([CH:35]=O)=[C:33]([CH3:37])[N:32]([C:38]2[CH:43]=[CH:42][CH:41]=[CH:40][CH:39]=2)[N:31]=1. The catalyst is O1CCCC1. The product is [CH3:2][O:3][CH:4]=[CH:35][C:34]1[C:30]([CH3:29])=[N:31][N:32]([C:38]2[CH:43]=[CH:42][CH:41]=[CH:40][CH:39]=2)[C:33]=1[CH3:37]. The yield is 0.830. (5) The reactants are [Cl-].[Al+3].[Cl-].[Cl-].[Cl:5][CH2:6][C:7](Cl)=[O:8].[C:10]1([CH2:16][CH2:17][NH:18][C:19](=[O:21])[CH3:20])[CH:15]=[CH:14][CH:13]=[CH:12][CH:11]=1. The catalyst is ClCCCl. The product is [Cl:5][CH2:6][C:7]([C:13]1[CH:14]=[CH:15][C:10]([CH2:16][CH2:17][NH:18][C:19](=[O:21])[CH3:20])=[CH:11][CH:12]=1)=[O:8]. The yield is 0.804. (6) The reactants are N([O-])=O.[Na+].[CH3:5][N:6]1[C:14]2[C:9](=[CH:10][C:11](N)=[CH:12][CH:13]=2)[CH:8]=[N:7]1.[S:16](=[O:18])=[O:17].C(O)(=O)C.[ClH:23]. The catalyst is O.O.O.[Cu](Cl)Cl.C(#N)C. The product is [CH3:5][N:6]1[C:14]2[C:9](=[CH:10][C:11]([S:16]([Cl:23])(=[O:18])=[O:17])=[CH:12][CH:13]=2)[CH:8]=[N:7]1. The yield is 0.530. (7) The reactants are [CH2:1]([NH:8][CH2:9][CH2:10][NH:11][C:12](=[O:18])[O:13][C:14]([CH3:17])([CH3:16])[CH3:15])[C:2]1[CH:7]=[CH:6][CH:5]=[CH:4][CH:3]=1.[CH2:19]=O. The catalyst is C([O-])(O)=O.[Na+]. The product is [CH2:1]([N:8]([CH3:19])[CH2:9][CH2:10][NH:11][C:12](=[O:18])[O:13][C:14]([CH3:15])([CH3:17])[CH3:16])[C:2]1[CH:7]=[CH:6][CH:5]=[CH:4][CH:3]=1. The yield is 0.468. (8) The reactants are CN(C(ON1N=N[C:11]2[CH:12]=[CH:13][CH:14]=N[C:10]1=2)=[N+](C)C)C.F[P-](F)(F)(F)(F)F.[NH2:25][CH:26]([C:32]([C:34]1[CH:39]=[CH:38][C:37]([Br:40])=[CH:36][CH:35]=1)=[O:33])[CH2:27][C:28]([O:30][CH3:31])=[O:29].[C:41]([N:48]1[CH2:55][CH2:54][CH2:53][C@H:49]1[C:50]([OH:52])=[O:51])([O:43][C:44]([CH3:47])([CH3:46])[CH3:45])=[O:42].[CH3:56]CN(C(C)C)C(C)C.C([O-])(O)=O.[Na+]. The catalyst is CN(C=O)C.C(OCC)(=O)C.O. The product is [CH2:31]([O:30][C:28](=[O:29])[CH2:27][CH:26]([NH:25][C:50]([C@@H:49]1[CH2:53][CH2:54][CH2:55][N:48]1[C:41]([O:43][C:44]([CH3:45])([CH3:46])[CH3:47])=[O:42])=[O:52])[C:32]([C:34]1[CH:35]=[CH:36][C:37]([Br:40])=[CH:38][CH:39]=1)=[O:33])[C:10]1[CH:56]=[CH:14][CH:13]=[CH:12][CH:11]=1.[CH3:31][O:30][C:28](=[O:29])[CH2:27][CH:26]([NH:25][C:50]([C@@H:49]1[CH2:53][CH2:54][CH2:55][N:48]1[C:41]([O:43][C:44]([CH3:47])([CH3:46])[CH3:45])=[O:42])=[O:51])[C:32]([C:34]1[CH:35]=[CH:36][C:37]([Br:40])=[CH:38][CH:39]=1)=[O:33]. The yield is 0.0870.